This data is from Forward reaction prediction with 1.9M reactions from USPTO patents (1976-2016). The task is: Predict the product of the given reaction. (1) Given the reactants [C:1]([C:5]1[O:9][N:8]=[C:7]([NH:10][C:11]([NH:13][C:14]2[CH:19]=[CH:18][CH:17]=[C:16]([S:20][C:21]3[C:30]4[C:25](=[CH:26][C:27]([O:33][CH2:34][CH2:35][CH2:36]Cl)=[C:28]([O:31][CH3:32])[CH:29]=4)[N:24]=[CH:23][N:22]=3)[CH:15]=2)=[O:12])[CH:6]=1)([CH3:4])([CH3:3])[CH3:2].[CH3:38][N:39]1[CH2:44][CH2:43][NH:42][CH2:41][CH2:40]1.C(N(C(C)C)CC)(C)C, predict the reaction product. The product is: [C:1]([C:5]1[O:9][N:8]=[C:7]([NH:10][C:11]([NH:13][C:14]2[CH:19]=[CH:18][CH:17]=[C:16]([S:20][C:21]3[C:30]4[C:25](=[CH:26][C:27]([O:33][CH2:34][CH2:35][CH2:36][N:42]5[CH2:43][CH2:44][N:39]([CH3:38])[CH2:40][CH2:41]5)=[C:28]([O:31][CH3:32])[CH:29]=4)[N:24]=[CH:23][N:22]=3)[CH:15]=2)=[O:12])[CH:6]=1)([CH3:4])([CH3:3])[CH3:2]. (2) Given the reactants Cl[CH2:2][C:3]([C:5]1[CH:10]=[CH:9][CH:8]=[CH:7][CH:6]=1)=O.[CH2:11]([NH:14][C:15]([NH2:17])=[S:16])[CH2:12][CH3:13].C([O-])(=O)C.[Na+].O, predict the reaction product. The product is: [C:5]1([C:3]2[N:17]=[C:15]([NH:14][CH2:11][CH2:12][CH3:13])[S:16][CH:2]=2)[CH:10]=[CH:9][CH:8]=[CH:7][CH:6]=1. (3) Given the reactants Br[C:2]1[C:6]2[N:7]=[C:8]([C:17]3[CH:22]=[CH:21][N:20]=[CH:19][CH:18]=3)[N:9]=[C:10]([NH:11][C@@H:12]3[CH2:16][CH2:15][NH:14][CH2:13]3)[C:5]=2[S:4][CH:3]=1.C([O-])([O-])=O.[Na+].[Na+].[CH3:29][CH2:30]CC[N+](CCCC)(CCCC)CCCC.[F-], predict the reaction product. The product is: [C:29]([C:2]1[C:6]2[N:7]=[C:8]([C:17]3[CH:22]=[CH:21][N:20]=[CH:19][CH:18]=3)[N:9]=[C:10]([NH:11][C@@H:12]3[CH2:16][CH2:15][NH:14][CH2:13]3)[C:5]=2[S:4][CH:3]=1)#[CH:30]. (4) Given the reactants [CH:1]1([N:8]2[C:12]3[N:13]=[C:14]([NH:17][C:18]4[CH:26]=[CH:25][C:21]([C:22](O)=[O:23])=[CH:20][N:19]=4)[N:15]=[CH:16][C:11]=3[CH:10]=[C:9]2[C:27](=[O:31])[N:28]([CH3:30])[CH3:29])[CH2:7][CH2:6][CH2:5][CH2:4][CH2:3][CH2:2]1.[CH2:32]1[C:35]2([CH2:40][CH2:39][NH:38][CH2:37][CH2:36]2)[CH2:34][N:33]1[C:41]([O:43][C:44]([CH3:47])([CH3:46])[CH3:45])=[O:42], predict the reaction product. The product is: [CH:1]1([N:8]2[C:12]3[N:13]=[C:14]([NH:17][C:18]4[CH:26]=[CH:25][C:21]([C:22]([N:38]5[CH2:39][CH2:40][C:35]6([CH2:34][N:33]([C:41]([O:43][C:44]([CH3:45])([CH3:46])[CH3:47])=[O:42])[CH2:32]6)[CH2:36][CH2:37]5)=[O:23])=[CH:20][N:19]=4)[N:15]=[CH:16][C:11]=3[CH:10]=[C:9]2[C:27](=[O:31])[N:28]([CH3:30])[CH3:29])[CH2:2][CH2:3][CH2:4][CH2:5][CH2:6][CH2:7]1. (5) Given the reactants [CH:1]([C:4]1[C:5]([O:36]COC)=[CH:6][C:7]([O:32]COC)=[C:8]([C:10]2[N:11]([C:24]3[CH:29]=[CH:28][C:27]([O:30][CH3:31])=[CH:26][CH:25]=3)[C:12]([S:15]([CH2:18][CH2:19][CH2:20][N:21]([CH3:23])[CH3:22])(=[O:17])=[O:16])=[N:13][N:14]=2)[CH:9]=1)([CH3:3])[CH3:2].Cl.C(=O)([O-])O.[Na+], predict the reaction product. The product is: [CH3:23][N:21]([CH3:22])[CH2:20][CH2:19][CH2:18][S:15]([C:12]1[N:11]([C:24]2[CH:25]=[CH:26][C:27]([O:30][CH3:31])=[CH:28][CH:29]=2)[C:10]([C:8]2[CH:9]=[C:4]([CH:1]([CH3:3])[CH3:2])[C:5]([OH:36])=[CH:6][C:7]=2[OH:32])=[N:14][N:13]=1)(=[O:17])=[O:16]. (6) The product is: [ClH:37].[CH2:32]([S:34]([N:4]1[CH2:5][CH2:6][N:1]([C:7]2[C:16]3[C:11](=[CH:12][CH:13]=[CH:14][CH:15]=3)[CH:10]=[C:9]([C:17]3[CH:22]=[CH:21][C:20]([O:23][CH3:24])=[CH:19][CH:18]=3)[N:8]=2)[CH2:2][CH2:3]1)(=[O:36])=[O:35])[CH3:33]. Given the reactants [N:1]1([C:7]2[C:16]3[C:11](=[CH:12][CH:13]=[CH:14][CH:15]=3)[CH:10]=[C:9]([C:17]3[CH:22]=[CH:21][C:20]([O:23][CH3:24])=[CH:19][CH:18]=3)[N:8]=2)[CH2:6][CH2:5][NH:4][CH2:3][CH2:2]1.C(N(CC)CC)C.[C:32]([S:34]([Cl:37])(=[O:36])=[O:35])#[CH:33], predict the reaction product. (7) Given the reactants Br[C:2]1[N:3]=[C:4]2[N:11]([CH2:12][C:13]3[CH:18]=[CH:17][C:16]([O:19][CH3:20])=[CH:15][C:14]=3[O:21][CH3:22])[C:10](=[O:23])[CH2:9][N:8]([C:24]([NH:26][CH:27]([C:30]3[CH:35]=[CH:34][C:33]([O:36][C:37]([F:40])([F:39])[F:38])=[CH:32][CH:31]=3)[CH2:28][CH3:29])=[O:25])[C:5]2=[N:6][CH:7]=1.O1CCCC1, predict the reaction product. The product is: [CH3:22][O:21][C:14]1[CH:15]=[C:16]([O:19][CH3:20])[CH:17]=[CH:18][C:13]=1[CH2:12][N:11]1[C:4]2[C:5](=[N:6][CH:7]=[CH:2][N:3]=2)[N:8]([C:24]([NH:26][CH:27]([C:30]2[CH:31]=[CH:32][C:33]([O:36][C:37]([F:38])([F:40])[F:39])=[CH:34][CH:35]=2)[CH2:28][CH3:29])=[O:25])[CH2:9][C:10]1=[O:23]. (8) Given the reactants [ClH:1].[O:2]=[C:3]([NH:44][C:45]1[CH:50]=[CH:49][C:48]([C:51]2[N:52]=[N:53][NH:54][N:55]=2)=[CH:47][CH:46]=1)[C@@H:4]([NH:26][C:27]([C@H:29]1[CH2:34][CH2:33][C@H:32]([CH2:35][NH:36]C(=O)OC(C)(C)C)[CH2:31][CH2:30]1)=[O:28])[CH2:5][C:6]1[CH:11]=[CH:10][C:9]([C:12]2[CH:17]=[CH:16][CH:15]=[CH:14][C:13]=2[C:18]([N:20]2[CH2:25][CH2:24][CH2:23][CH2:22][CH2:21]2)=[O:19])=[CH:8][CH:7]=1, predict the reaction product. The product is: [ClH:1].[NH2:36][CH2:35][C@H:32]1[CH2:33][CH2:34][C@H:29]([C:27]([NH:26][C@@H:4]([CH2:5][C:6]2[CH:7]=[CH:8][C:9]([C:12]3[CH:17]=[CH:16][CH:15]=[CH:14][C:13]=3[C:18]([N:20]3[CH2:21][CH2:22][CH2:23][CH2:24][CH2:25]3)=[O:19])=[CH:10][CH:11]=2)[C:3](=[O:2])[NH:44][C:45]2[CH:50]=[CH:49][C:48]([C:51]3[N:55]=[N:54][NH:53][N:52]=3)=[CH:47][CH:46]=2)=[O:28])[CH2:30][CH2:31]1.